The task is: Predict the reactants needed to synthesize the given product.. This data is from Full USPTO retrosynthesis dataset with 1.9M reactions from patents (1976-2016). (1) Given the product [F:15][C:12]([F:13])([F:14])[C:8]1[CH:7]=[C:6]2[C:11]([CH:2]=[CH:3][CH:4]=[N:5]2)=[CH:10][CH:9]=1, predict the reactants needed to synthesize it. The reactants are: Cl[C:2]1[C:11]2[C:6](=[CH:7][C:8]([C:12]([F:15])([F:14])[F:13])=[CH:9][CH:10]=2)[N:5]=[CH:4][CH:3]=1.C(N(CC)CC)C. (2) Given the product [C:38]([O:37][C:36](=[O:42])[NH:35][CH2:34][CH:32]1[CH2:33][N:30]([C:19](=[O:21])[NH:17][C:10]2[CH:9]=[C:8]([C:5]3[CH:4]=[CH:3][C:2]([F:1])=[CH:7][CH:6]=3)[CH:13]=[CH:12][C:11]=2[N+:14]([O-:16])=[O:15])[CH2:31]1)([CH3:39])([CH3:41])[CH3:40], predict the reactants needed to synthesize it. The reactants are: [F:1][C:2]1[CH:7]=[CH:6][C:5]([C:8]2[CH:13]=[CH:12][C:11]([N+:14]([O-:16])=[O:15])=[C:10]([NH2:17])[CH:9]=2)=[CH:4][CH:3]=1.Cl[C:19](Cl)([O:21]C(=O)OC(Cl)(Cl)Cl)Cl.[NH:30]1[CH2:33][CH:32]([CH2:34][NH:35][C:36](=[O:42])[O:37][C:38]([CH3:41])([CH3:40])[CH3:39])[CH2:31]1. (3) Given the product [F:4][C:2]([C:5]1[CH:6]=[CH:7][C:8]([CH:11]2[C:16]3=[N:17][S:18](=[O:22])(=[O:21])[CH2:19][CH2:20][N:15]3[CH2:14][CH2:13][CH2:12]2)=[CH:9][CH:10]=1)([F:1])[CH3:3], predict the reactants needed to synthesize it. The reactants are: [F:1][C:2]([C:5]1[CH:10]=[CH:9][C:8]([C:11]2[C:16]3=[N:17][S:18](=[O:22])(=[O:21])[CH2:19][CH2:20][N:15]3[CH:14]=[CH:13][CH:12]=2)=[CH:7][CH:6]=1)([F:4])[CH3:3]. (4) Given the product [C:1]([C:3]1[C:4]([N:22]2[CH2:27][CH2:26][CH:25]([C:28](=[O:30])[NH:43][S:40]([CH2:39][C:36]3[CH:35]=[CH:34][C:33]([C:32]([F:31])([F:45])[F:44])=[CH:38][CH:37]=3)(=[O:41])=[O:42])[CH2:24][CH2:23]2)=[N:5][C:6]([CH2:15][N:16]2[CH2:20][CH2:19][CH2:18][C:17]2=[O:21])=[C:7]([CH:8]=1)[C:9]([O:11][CH:12]([CH3:14])[CH3:13])=[O:10])#[N:2], predict the reactants needed to synthesize it. The reactants are: [C:1]([C:3]1[C:4]([N:22]2[CH2:27][CH2:26][CH:25]([C:28]([OH:30])=O)[CH2:24][CH2:23]2)=[N:5][C:6]([CH2:15][N:16]2[CH2:20][CH2:19][CH2:18][C:17]2=[O:21])=[C:7]([C:9]([O:11][CH:12]([CH3:14])[CH3:13])=[O:10])[CH:8]=1)#[N:2].[F:31][C:32]([F:45])([F:44])[C:33]1[CH:38]=[CH:37][C:36]([CH2:39][S:40]([NH2:43])(=[O:42])=[O:41])=[CH:35][CH:34]=1. (5) Given the product [CH:28]1[C:29]2[C:24](=[CH:23][C:22]([CH2:21][C:6]3[C:5]4[C:10](=[CH:11][C:12]([O:13][CH3:14])=[C:3]([O:2][CH3:1])[CH:4]=4)[C:9]([CH3:15])=[N:8][C:7]=3[OH:16])=[CH:31][CH:30]=2)[CH:25]=[CH:26][N:27]=1, predict the reactants needed to synthesize it. The reactants are: [CH3:1][O:2][C:3]1[CH:4]=[C:5]2[C:10](=[CH:11][C:12]=1[O:13][CH3:14])[C:9]([CH3:15])=[N:8][C:7]([OH:16])=[CH:6]2.[OH-].[K+].Cl.Cl[CH2:21][C:22]1[CH:23]=[C:24]2[C:29](=[CH:30][CH:31]=1)[CH:28]=[N:27][CH:26]=[CH:25]2. (6) Given the product [Cl:1][C:2]1[N:7]=[CH:6][N:5]=[C:4]([NH:8][C:9](=[O:11])[CH3:10])[CH:3]=1, predict the reactants needed to synthesize it. The reactants are: [Cl:1][C:2]1[N:7]=[CH:6][N:5]=[C:4]([NH2:8])[CH:3]=1.[C:9](OC(=O)C)(=[O:11])[CH3:10]. (7) Given the product [F:19][C:14]1[CH:13]=[C:12]([CH:11]2[CH2:10][O:9][C:8](=[O:20])[N:7]2[CH2:6][CH2:5][CH2:4][CH2:3][CH2:2][N:35]2[CH2:36][CH2:37][CH:32]([C:28]3[CH:27]=[C:26]([NH:25][C:23](=[O:24])[CH:22]([CH3:21])[CH3:38])[CH:31]=[CH:30][CH:29]=3)[CH2:33][CH2:34]2)[CH:17]=[CH:16][C:15]=1[F:18], predict the reactants needed to synthesize it. The reactants are: Br[CH2:2][CH2:3][CH2:4][CH2:5][CH2:6][N:7]1[CH:11]([C:12]2[CH:17]=[CH:16][C:15]([F:18])=[C:14]([F:19])[CH:13]=2)[CH2:10][O:9][C:8]1=[O:20].[CH3:21][CH:22]([CH3:38])[C:23]([NH:25][C:26]1[CH:31]=[CH:30][CH:29]=[C:28]([CH:32]2[CH2:37][CH2:36][NH:35][CH2:34][CH2:33]2)[CH:27]=1)=[O:24].[Na+].[I-].C([O-])([O-])=O.[K+].[K+]. (8) Given the product [CH3:1][N:2]([CH2:3][C:4]1[CH:5]=[C:6]([CH:7]=[CH:8][CH:9]=1)[CH2:10][N:11]1[C:19]2[C:14](=[CH:15][C:16]([C:20]([OH:29])([C:25]([F:27])([F:28])[F:26])[C:21]([F:23])([F:22])[F:24])=[CH:17][CH:18]=2)[CH:13]=[C:12]1[CH3:30])[CH3:32], predict the reactants needed to synthesize it. The reactants are: [CH3:1][N:2]([CH3:32])[C:3](=O)[C:4]1[CH:9]=[CH:8][CH:7]=[C:6]([CH2:10][N:11]2[C:19]3[C:14](=[CH:15][C:16]([C:20]([OH:29])([C:25]([F:28])([F:27])[F:26])[C:21]([F:24])([F:23])[F:22])=[CH:17][CH:18]=3)[CH:13]=[C:12]2[CH3:30])[CH:5]=1.CSC.B.CO. (9) The reactants are: [F:1][C:2]([F:19])([C:5]([F:18])([F:17])[CH2:6][O:7][CH2:8]/[CH:9]=[CH:10]/[C:11]1[CH:16]=[CH:15][CH:14]=[CH:13][CH:12]=1)[CH2:3][OH:4].C1(CCCCOCCC=O)C=CC=CC=1. Given the product [F:1][C:2]([F:19])([C:5]([F:17])([F:18])[CH2:6][O:7][CH2:8]/[CH:9]=[CH:10]/[C:11]1[CH:16]=[CH:15][CH:14]=[CH:13][CH:12]=1)[CH:3]=[O:4], predict the reactants needed to synthesize it. (10) Given the product [NH2:1][C:2]1[N:10]=[C:9]([O:11][CH2:12][CH2:13][O:14][CH3:15])[N:8]=[C:7]2[C:3]=1[N:4]=[C:5]([O:34][CH3:33])[N:6]2[CH2:16][C:17]1[CH:31]=[CH:30][C:20]([CH2:21][P:22](=[O:29])([O:26][CH2:27][CH3:28])[O:23][CH2:24][CH3:25])=[CH:19][CH:18]=1, predict the reactants needed to synthesize it. The reactants are: [NH2:1][C:2]1[N:10]=[C:9]([O:11][CH2:12][CH2:13][O:14][CH3:15])[N:8]=[C:7]2[C:3]=1[N:4]=[C:5](Br)[N:6]2[CH2:16][C:17]1[CH:31]=[CH:30][C:20]([CH2:21][P:22](=[O:29])([O:26][CH2:27][CH3:28])[O:23][CH2:24][CH3:25])=[CH:19][CH:18]=1.[CH3:33][O-:34].[Na+].